From a dataset of Catalyst prediction with 721,799 reactions and 888 catalyst types from USPTO. Predict which catalyst facilitates the given reaction. Reactant: [Br:1][C:2]1[CH:6]=[C:5]([C:7](=[O:11])SCC)[N:4]([C:12]2[C:17]([Cl:18])=[CH:16][CH:15]=[CH:14][N:13]=2)[N:3]=1.[NH2:19][C:20]1[CH:33]=[CH:32][C:31]([Cl:34])=[CH:30][C:21]=1[C:22]([NH:24][CH:25]([CH:27]1[CH2:29][CH2:28]1)[CH3:26])=[O:23].S([O-])([O-])(=O)=O.[Na+].[Na+].CC(C)([O-])C.[K+]. Product: [Br:1][C:2]1[CH:6]=[C:5]([C:7]([NH:19][C:20]2[CH:33]=[CH:32][C:31]([Cl:34])=[CH:30][C:21]=2[C:22](=[O:23])[NH:24][CH:25]([CH:27]2[CH2:29][CH2:28]2)[CH3:26])=[O:11])[N:4]([C:12]2[C:17]([Cl:18])=[CH:16][CH:15]=[CH:14][N:13]=2)[N:3]=1. The catalyst class is: 58.